Dataset: Peptide-MHC class I binding affinity with 185,985 pairs from IEDB/IMGT. Task: Regression. Given a peptide amino acid sequence and an MHC pseudo amino acid sequence, predict their binding affinity value. This is MHC class I binding data. The peptide sequence is SLLFKTSVGV. The MHC is HLA-A02:03 with pseudo-sequence HLA-A02:03. The binding affinity (normalized) is 0.713.